Dataset: Retrosynthesis with 50K atom-mapped reactions and 10 reaction types from USPTO. Task: Predict the reactants needed to synthesize the given product. Given the product CC(C)C[C@@H](CN=[N+]=[N-])NC(=O)OC(C)(C)C, predict the reactants needed to synthesize it. The reactants are: CC(C)C[C@@H](COS(C)(=O)=O)NC(=O)OC(C)(C)C.[N-]=[N+]=[N-].